From a dataset of NCI-60 drug combinations with 297,098 pairs across 59 cell lines. Regression. Given two drug SMILES strings and cell line genomic features, predict the synergy score measuring deviation from expected non-interaction effect. Drug 1: CS(=O)(=O)OCCCCOS(=O)(=O)C. Drug 2: C1CN(P(=O)(OC1)NCCCl)CCCl. Cell line: RXF 393. Synergy scores: CSS=0.808, Synergy_ZIP=-0.447, Synergy_Bliss=-0.136, Synergy_Loewe=-3.72, Synergy_HSA=-3.63.